This data is from TCR-epitope binding with 47,182 pairs between 192 epitopes and 23,139 TCRs. The task is: Binary Classification. Given a T-cell receptor sequence (or CDR3 region) and an epitope sequence, predict whether binding occurs between them. (1) The epitope is RPPIFIRRL. The TCR CDR3 sequence is CASSPQPYNSPLHF. Result: 0 (the TCR does not bind to the epitope). (2) The epitope is SEVGPEHSLAEY. The TCR CDR3 sequence is CASSFSGAGELFF. Result: 0 (the TCR does not bind to the epitope). (3) The epitope is RLRAEAQVK. The TCR CDR3 sequence is CASSLITGNTIYF. Result: 1 (the TCR binds to the epitope). (4) The epitope is CINGVCWTV. The TCR CDR3 sequence is CASSELRGRSYSNQPQHF. Result: 0 (the TCR does not bind to the epitope). (5) The epitope is HSKKKCDEL. The TCR CDR3 sequence is CASSDSAGELFF. Result: 0 (the TCR does not bind to the epitope). (6) The epitope is FLASKIGRLV. The TCR CDR3 sequence is CASSPFPSTDTQYF. Result: 1 (the TCR binds to the epitope). (7) The epitope is FPRPWLHGL. The TCR CDR3 sequence is CASSTPRTGSDTQYF. Result: 0 (the TCR does not bind to the epitope). (8) The epitope is FADDLNQLTGY. The TCR CDR3 sequence is CASSFLLGGAAGYEQFF. Result: 1 (the TCR binds to the epitope).